From a dataset of Full USPTO retrosynthesis dataset with 1.9M reactions from patents (1976-2016). Predict the reactants needed to synthesize the given product. (1) Given the product [CH2:9]([CH:12]1[CH2:17][CH2:16][CH2:15][CH2:14][N:13]1[CH2:18][CH2:19][CH2:20][C:21]([C:2]1[CH:7]=[CH:6][CH:5]=[CH:4][C:3]=1[CH3:8])=[O:24])[CH2:10][CH3:11], predict the reactants needed to synthesize it. The reactants are: I[C:2]1[CH:7]=[CH:6][CH:5]=[CH:4][C:3]=1[CH3:8].[CH2:9]([CH:12]1[CH2:17][CH2:16][CH2:15][CH2:14][N:13]1[CH2:18][CH2:19][CH2:20][C:21]#N)[CH2:10][CH3:11].C(O)(C(F)(F)F)=[O:24].CC#N. (2) Given the product [CH2:26]([O:21][C:13]1[CH:12]=[C:11]([NH:10][CH:9]=[C:5]2[C:4](=[O:22])[O:3][C:2]([CH3:23])([CH3:1])[O:7][C:6]2=[O:8])[CH:20]=[CH:19][C:14]=1[C:15]([O:17][CH3:18])=[O:16])[C:27]1[CH:32]=[CH:31][CH:30]=[CH:29][CH:28]=1, predict the reactants needed to synthesize it. The reactants are: [CH3:1][C:2]1([CH3:23])[O:7][C:6](=[O:8])[C:5](=[CH:9][NH:10][C:11]2[CH:20]=[CH:19][C:14]([C:15]([O:17][CH3:18])=[O:16])=[C:13]([OH:21])[CH:12]=2)[C:4](=[O:22])[O:3]1.[H-].[Na+].[CH2:26](Br)[C:27]1[CH:32]=[CH:31][CH:30]=[CH:29][CH:28]=1.